This data is from Forward reaction prediction with 1.9M reactions from USPTO patents (1976-2016). The task is: Predict the product of the given reaction. (1) Given the reactants [CH3:1][CH2:2][CH2:3][N:4]([C@@H:12]1[CH2:17][C:16]2[CH:18]=[CH:19][CH:20]=[C:21]([OH:22])[C:15]=2[CH2:14][CH2:13]1)[CH2:5][CH2:6][C:7]1[S:11][CH:10]=[CH:9][CH:8]=1.Cl.ClCCl.O.C(=O)(O)[O-].[Na+], predict the reaction product. The product is: [CH3:1][CH2:2][CH2:3][N:4]([C@@H:12]1[CH2:17][C:16]2[CH:18]=[CH:19][CH:20]=[C:21]([OH:22])[C:15]=2[CH2:14][CH2:13]1)[CH2:5][CH2:6][C:7]1[S:11][CH:10]=[CH:9][CH:8]=1. (2) Given the reactants [N+:1]([C:4]1[CH:18]=[CH:17][C:7]([CH2:8]P(=O)(OCC)OCC)=[CH:6][CH:5]=1)([O-:3])=[O:2].C[O-].[Na+].[CH:22]([C:24]1[CH:33]=[CH:32][C:27]([C:28]([O:30][CH3:31])=[O:29])=[CH:26][CH:25]=1)=O, predict the reaction product. The product is: [N+:1]([C:4]1[CH:5]=[CH:6][C:7](/[CH:8]=[CH:22]/[C:24]2[CH:33]=[CH:32][C:27]([C:28]([O:30][CH3:31])=[O:29])=[CH:26][CH:25]=2)=[CH:17][CH:18]=1)([O-:3])=[O:2].